Dataset: Reaction yield outcomes from USPTO patents with 853,638 reactions. Task: Predict the reaction yield, written as a fraction of the theoretical maximum amount of product (1.0 means a 100% yield; for example, 0.34 means a 34% yield). (1) The reactants are [CH2:1]([O:3][C:4](=[O:33])[C:5]1[CH:10]=[CH:9][C:8]([N:11]2[CH:15]=[C:14]([C:16]3[CH:21]=[CH:20][C:19]([Cl:22])=[CH:18][C:17]=3[Cl:23])[N:13]=[C:12]2/[CH:24]=[CH:25]/[C:26]2[CH:31]=[CH:30][C:29](Br)=[CH:28][CH:27]=2)=[CH:7][CH:6]=1)[CH3:2].[NH2:34][C:35]1[CH:36]=[C:37](B(O)O)[CH:38]=[CH:39][CH:40]=1. No catalyst specified. The product is [CH2:1]([O:3][C:4](=[O:33])[C:5]1[CH:10]=[CH:9][C:8]([N:11]2[CH:15]=[C:14]([C:16]3[CH:21]=[CH:20][C:19]([Cl:22])=[CH:18][C:17]=3[Cl:23])[N:13]=[C:12]2/[CH:24]=[CH:25]/[C:26]2[CH:31]=[CH:30][C:29]([C:39]3[CH:38]=[CH:37][CH:36]=[C:35]([NH2:34])[CH:40]=3)=[CH:28][CH:27]=2)=[CH:7][CH:6]=1)[CH3:2]. The yield is 0.760. (2) The reactants are [CH2:1]([C:4]1[S:28][C:7]2[N:8]=[C:9]([C:25](O)=[O:26])[N:10]=[C:11]([N:12]3[CH2:17][CH2:16][N:15]4[C:18]([C:21]([F:24])([F:23])[F:22])=[N:19][N:20]=[C:14]4[CH2:13]3)[C:6]=2[CH:5]=1)[CH2:2][CH3:3].[C:29]([NH:32][NH2:33])(=[O:31])[CH3:30].CN(C(ON1N=NC2C=CC=NC1=2)=[N+](C)C)C.F[P-](F)(F)(F)(F)F.C(N(CC)CC)C. The catalyst is CN(C)C=O. The product is [C:29]([NH:32][NH:33][C:25]([C:9]1[N:10]=[C:11]([N:12]2[CH2:17][CH2:16][N:15]3[C:18]([C:21]([F:23])([F:22])[F:24])=[N:19][N:20]=[C:14]3[CH2:13]2)[C:6]2[CH:5]=[C:4]([CH2:1][CH2:2][CH3:3])[S:28][C:7]=2[N:8]=1)=[O:26])(=[O:31])[CH3:30]. The yield is 0.860.